Dataset: Reaction yield outcomes from USPTO patents with 853,638 reactions. Task: Predict the reaction yield, written as a fraction of the theoretical maximum amount of product (1.0 means a 100% yield; for example, 0.34 means a 34% yield). (1) The reactants are [K].[C:2]1(=[O:12])[NH:6][C:5](=[O:7])[C:4]2=[CH:8][CH:9]=[CH:10][CH:11]=[C:3]12.[CH3:13][O:14][C:15]1[CH:24]=[C:23]2[C:18]([CH2:19][CH2:20][C@@H:21](OS(C)(=O)=O)[CH2:22]2)=[CH:17][CH:16]=1.CN(C=O)C. The catalyst is O. The product is [CH3:13][O:14][C:15]1[CH:24]=[C:23]2[C:18]([CH2:19][CH2:20][C@H:21]([N:6]3[C:2](=[O:12])[C:3]4=[CH:11][CH:10]=[CH:9][CH:8]=[C:4]4[C:5]3=[O:7])[CH2:22]2)=[CH:17][CH:16]=1. The yield is 0.270. (2) The reactants are [N:1]1[O:2][N:3]=[C:4]2[CH:9]=[C:8]([C:10]3[O:14][C:13]([CH3:16])([CH3:15])[C:12](=[O:17])[C:11]=3Br)[CH:7]=[CH:6][C:5]=12.CC1(C)C(C)(C)OB([C:27]2[CH:44]=[CH:43][C:30]([O:31][CH2:32][C:33]3[CH:42]=[CH:41][C:40]4[C:35](=[CH:36][CH:37]=[CH:38][CH:39]=4)[N:34]=3)=[CH:29][CH:28]=2)O1.C([O-])([O-])=O.[Cs+].[Cs+]. The catalyst is C1(C)C=CC=CC=1.O.C1C=CC(P(C2C=CC=CC=2)[C-]2C=CC=C2)=CC=1.C1C=CC(P(C2C=CC=CC=2)[C-]2C=CC=C2)=CC=1.Cl[Pd]Cl.[Fe+2]. The product is [N:1]1[O:2][N:3]=[C:4]2[CH:9]=[C:8]([C:10]3[O:14][C:13]([CH3:16])([CH3:15])[C:12](=[O:17])[C:11]=3[C:27]3[CH:28]=[CH:29][C:30]([O:31][CH2:32][C:33]4[CH:42]=[CH:41][C:40]5[C:35](=[CH:36][CH:37]=[CH:38][CH:39]=5)[N:34]=4)=[CH:43][CH:44]=3)[CH:7]=[CH:6][C:5]=12. The yield is 0.570. (3) The reactants are [F:1][C:2]([F:14])([F:13])[C:3]1[CH:4]=[C:5]2[C:9](=[CH:10][CH:11]=1)[C:8](=[O:12])[CH2:7][CH2:6]2.[BH4-].[Na+].CO. The catalyst is C1COCC1. The product is [F:1][C:2]([F:13])([F:14])[C:3]1[CH:4]=[C:5]2[C:9](=[CH:10][CH:11]=1)[CH:8]([OH:12])[CH2:7][CH2:6]2. The yield is 0.920. (4) The reactants are [NH2:1][C:2]1[CH:6]=[C:5]([CH3:7])[O:4][N:3]=1.[C:8](O[C:8]([O:10][C:11]([CH3:14])([CH3:13])[CH3:12])=[O:9])([O:10][C:11]([CH3:14])([CH3:13])[CH3:12])=[O:9].[OH-].[Na+].CCOC(C)=O. The catalyst is N1C=CC=CC=1.CO.O. The product is [C:11]([O:10][C:8](=[O:9])[NH:1][C:2]1[CH:6]=[C:5]([CH3:7])[O:4][N:3]=1)([CH3:14])([CH3:13])[CH3:12]. The yield is 0.630. (5) The product is [CH:33]1([NH:37][C:31]2[C:3]3[C:4](=[CH:5][C:6]([O:11][CH2:12][C:13]4[CH:14]=[C:15]([S:19]([CH3:27])(=[N:21][C:22]([O:24][CH2:25][CH3:26])=[O:23])=[O:20])[CH:16]=[CH:17][CH:18]=4)=[C:7]([O:9][CH3:10])[CH:8]=3)[N:28]=[CH:29][N:30]=2)[CH2:36][CH2:35][CH2:34]1. The reactants are C([C:3]1[CH:8]=[C:7]([O:9][CH3:10])[C:6]([O:11][CH2:12][C:13]2[CH:18]=[CH:17][CH:16]=[C:15]([S:19]([CH3:27])(=[N:21][C:22]([O:24][CH2:25][CH3:26])=[O:23])=[O:20])[CH:14]=2)=[CH:5][C:4]=1[N:28]=[CH:29][N:30](C)[CH3:31])#N.[CH:33]1([NH2:37])[CH2:36][CH2:35][CH2:34]1.CCCCCC.ClCCl.CO. The catalyst is CO. The yield is 0.740.